This data is from Full USPTO retrosynthesis dataset with 1.9M reactions from patents (1976-2016). The task is: Predict the reactants needed to synthesize the given product. (1) Given the product [CH3:22][N:23]([CH3:32])[C:24]1[CH:31]=[CH:30][C:27]([C:28]2[NH:19][C:18]3[CH:17]=[CH:16][C:6]([NH:7][C:8](=[O:9])[C:10]4[CH:15]=[CH:14][N:13]=[CH:12][CH:11]=4)=[CH:5][C:4]=3[N:1]=2)=[CH:26][CH:25]=1, predict the reactants needed to synthesize it. The reactants are: [N+:1]([C:4]1[CH:5]=[C:6]([CH:16]=[CH:17][C:18]=1[N+:19]([O-])=O)[NH:7][C:8]([C:10]1[CH:15]=[CH:14][N:13]=[CH:12][CH:11]=1)=[O:9])([O-])=O.[CH3:22][N:23]([CH3:32])[C:24]1[CH:31]=[CH:30][C:27]([CH:28]=O)=[CH:26][CH:25]=1. (2) Given the product [C:34]1([N:40]=[N:41][C:42]2[CH:43]=[CH:44][C:45]([C:46]([NH:51][CH2:52][CH2:53][CH2:54][CH2:55][CH2:56][CH2:57][C:58]([O:60][CH3:61])=[O:59])=[O:48])=[CH:49][CH:50]=2)[CH:35]=[CH:36][CH:37]=[CH:38][CH:39]=1, predict the reactants needed to synthesize it. The reactants are: C1CN([P+](ON2N=NC3C=CC=CC2=3)(N2CCCC2)N2CCCC2)CC1.F[P-](F)(F)(F)(F)F.[C:34]1([N:40]=[N:41][C:42]2[CH:50]=[CH:49][C:45]([C:46]([OH:48])=O)=[CH:44][CH:43]=2)[CH:39]=[CH:38][CH:37]=[CH:36][CH:35]=1.[NH2:51][CH2:52][CH2:53][CH2:54][CH2:55][CH2:56][CH2:57][C:58]([O:60][CH3:61])=[O:59]. (3) Given the product [CH2:29]([O:28][C@H:7]([CH2:8][O:9][CH2:10][CH2:11][CH2:12][CH2:13][CH2:14][CH2:15][CH2:16][CH2:17][CH2:18][CH2:19][CH2:20][CH2:21][CH2:22][CH2:23][CH2:24][CH2:25][CH2:26][CH3:27])[CH2:6][C:47]#[N:48])[CH2:30][CH2:31][CH2:32][CH2:33][CH2:34][CH2:35][CH2:36][CH2:37][CH2:38][CH2:39][CH2:40][CH2:41][CH2:42][CH2:43][CH2:44][CH2:45][CH3:46], predict the reactants needed to synthesize it. The reactants are: CS(O[CH2:6][C@H:7]([O:28][CH2:29][CH2:30][CH2:31][CH2:32][CH2:33][CH2:34][CH2:35][CH2:36][CH2:37][CH2:38][CH2:39][CH2:40][CH2:41][CH2:42][CH2:43][CH2:44][CH2:45][CH3:46])[CH2:8][O:9][CH2:10][CH2:11][CH2:12][CH2:13][CH2:14][CH2:15][CH2:16][CH2:17][CH2:18][CH2:19][CH2:20][CH2:21][CH2:22][CH2:23][CH2:24][CH2:25][CH2:26][CH3:27])(=O)=O.[C-:47]#[N:48].[Na+].CCOCC.O. (4) Given the product [CH3:1][S:2][C:3]1[C:11]2[C:6](=[CH:7][C:8]([C:12]([O:14][CH3:15])=[O:13])=[CH:9][CH:10]=2)[N:5]([C:17]2[N:18]=[CH:19][C:20]([C:23]3[CH:28]=[CH:27][CH:26]=[CH:25][CH:24]=3)=[CH:21][N:22]=2)[N:4]=1, predict the reactants needed to synthesize it. The reactants are: [CH3:1][S:2][C:3]1[C:11]2[C:6](=[CH:7][C:8]([C:12]([O:14][CH3:15])=[O:13])=[CH:9][CH:10]=2)[NH:5][N:4]=1.Cl[C:17]1[N:22]=[CH:21][C:20]([C:23]2[CH:28]=[CH:27][CH:26]=[CH:25][CH:24]=2)=[CH:19][N:18]=1.C(=O)([O-])[O-].[K+].[K+]. (5) Given the product [F:1][CH2:2][CH2:3][N:4]1[CH2:9][CH2:8][CH:7]([C:10]2[N:14]([S:19]([N:18]([CH3:23])[CH3:17])(=[O:21])=[O:20])[CH:13]=[CH:12][N:11]=2)[CH2:6][CH2:5]1, predict the reactants needed to synthesize it. The reactants are: [F:1][CH2:2][CH2:3][N:4]1[CH2:9][CH2:8][CH:7]([C:10]2[NH:11][CH:12]=[CH:13][N:14]=2)[CH2:6][CH2:5]1.[H-].[Na+].[CH3:17][N:18]([CH3:23])[S:19](Cl)(=[O:21])=[O:20].[NH4+].[Cl-]. (6) Given the product [C:1]([NH:5][C@H:6]([C:17]([O-:19])=[O:18])[CH2:7][C:8]1[C:16]2[C:11](=[CH:12][CH:13]=[CH:14][CH:15]=2)[NH:10][CH:9]=1)(=[O:4])[CH:2]=[CH2:3].[Na+:22], predict the reactants needed to synthesize it. The reactants are: [C:1]([NH:5][C@H:6]([C:17]([O:19]C)=[O:18])[CH2:7][C:8]1[C:16]2[C:11](=[CH:12][CH:13]=[CH:14][CH:15]=2)[NH:10][CH:9]=1)(=[O:4])[CH:2]=[CH2:3].[OH-].[Na+:22]. (7) Given the product [Cl:1][C:2]1[CH:7]=[C:6]([Cl:8])[CH:5]=[CH:4][C:3]=1[C:9]1[N:10]=[C:11]([CH3:28])[C:12]([NH:17][C@@H:18]2[C:26]3[C:21](=[CH:22][CH:23]=[CH:24][CH:25]=3)[CH2:20][C@@H:19]2[OH:27])=[N:13][C:14]=1[CH3:15], predict the reactants needed to synthesize it. The reactants are: [Cl:1][C:2]1[CH:7]=[C:6]([Cl:8])[CH:5]=[CH:4][C:3]=1[C:9]1[N:10]=[C:11]([CH2:28]C)[C:12]([NH:17][C@@H:18]2[C:26]3[C:21](=[CH:22][CH:23]=[CH:24][CH:25]=3)[CH2:20][C@@H:19]2[OH:27])=[N:13][C:14]=1[CH2:15]C.BrC1N=C(C)C(N[C@@H]2C3C(=CC=CC=3)C[C@@H]2O)=NC=1C. (8) The reactants are: [CH2:1]([OH:9])[CH2:2][CH2:3][CH2:4][CH2:5][CH2:6][CH2:7][CH3:8].CC(C)([O-])C.[K+].F[C:17]1[CH:25]=[CH:24][C:20]([C:21]([OH:23])=[O:22])=[CH:19][C:18]=1[C:26]([F:29])([F:28])[F:27]. Given the product [CH2:1]([O:9][C:17]1[CH:25]=[CH:24][C:20]([C:21]([OH:23])=[O:22])=[CH:19][C:18]=1[C:26]([F:27])([F:29])[F:28])[CH2:2][CH2:3][CH2:4][CH2:5][CH2:6][CH2:7][CH3:8], predict the reactants needed to synthesize it. (9) Given the product [Br:1][C:2]1[CH:14]=[C:13]([C:15]2([OH:30])[CH2:16][C:17]([C:22]3[CH:27]=[C:26]([Cl:28])[CH:25]=[C:24]([Cl:29])[CH:23]=3)([C:18]([F:21])([F:20])[F:19])[S:31][CH:32]2[C:33]([O:35][CH2:36][CH3:37])=[O:34])[CH:12]=[CH:11][C:3]=1[C:4]([O:6][C:7]([CH3:10])([CH3:9])[CH3:8])=[O:5], predict the reactants needed to synthesize it. The reactants are: [Br:1][C:2]1[CH:14]=[C:13]([C:15](=[O:30])/[CH:16]=[C:17](/[C:22]2[CH:27]=[C:26]([Cl:28])[CH:25]=[C:24]([Cl:29])[CH:23]=2)\[C:18]([F:21])([F:20])[F:19])[CH:12]=[CH:11][C:3]=1[C:4]([O:6][C:7]([CH3:10])([CH3:9])[CH3:8])=[O:5].[SH:31][CH2:32][C:33]([O:35][CH2:36][CH3:37])=[O:34].C(N(CC)CC)C. (10) Given the product [OH:1][C:2]1[CH:11]=[CH:10][C:9]([N:12]([CH2:33][C:34]2[CH:35]=[CH:36][C:37]([N:40]3[CH2:41][CH2:42][CH2:43][CH2:44][CH2:45]3)=[CH:38][CH:39]=2)[C:13](=[O:32])[CH2:14][N:15]([CH3:31])[S:16]([C:19]2[CH:20]=[CH:21][C:22]([C:25]3[CH:30]=[CH:29][CH:28]=[CH:27][CH:26]=3)=[CH:23][CH:24]=2)(=[O:18])=[O:17])=[CH:8][C:3]=1[C:4]([OH:6])=[O:5], predict the reactants needed to synthesize it. The reactants are: [OH:1][C:2]1[CH:11]=[CH:10][C:9]([N:12]([CH2:33][C:34]2[CH:39]=[CH:38][C:37]([N:40]3[CH2:45][CH2:44][CH2:43][CH2:42][CH2:41]3)=[CH:36][CH:35]=2)[C:13](=[O:32])[CH2:14][N:15]([CH3:31])[S:16]([C:19]2[CH:24]=[CH:23][C:22]([C:25]3[CH:30]=[CH:29][CH:28]=[CH:27][CH:26]=3)=[CH:21][CH:20]=2)(=[O:18])=[O:17])=[CH:8][C:3]=1[C:4]([O:6]C)=[O:5].C(N(C1C=CC(O)=C(C=1)C(O)=O)C(=O)CN(CC1C=CC=CC=1)S(C1C=CC(C)=CC=1)(=O)=O)C1C=CC=CC=1.C(#N)C.